From a dataset of Merck oncology drug combination screen with 23,052 pairs across 39 cell lines. Regression. Given two drug SMILES strings and cell line genomic features, predict the synergy score measuring deviation from expected non-interaction effect. Drug 1: CN(C)C(=N)N=C(N)N. Drug 2: NC(=O)c1cccc2cn(-c3ccc(C4CCCNC4)cc3)nc12. Cell line: SW837. Synergy scores: synergy=-14.8.